This data is from Forward reaction prediction with 1.9M reactions from USPTO patents (1976-2016). The task is: Predict the product of the given reaction. (1) Given the reactants [CH2:1]([Mg]Cl)[CH3:2].[Br:5][C:6]1[CH:11]=[CH:10][C:9]([CH2:12][C:13](N(OC)C)=[O:14])=[CH:8][CH:7]=1, predict the reaction product. The product is: [Br:5][C:6]1[CH:11]=[CH:10][C:9]([CH2:12][C:13](=[O:14])[CH2:1][CH3:2])=[CH:8][CH:7]=1. (2) Given the reactants [CH2:1]([O:3][C@H:4]1[CH2:30][N:7]2[CH2:8][C@@H:9]([C:19]3[S:20][CH:21]=[C:22]([C:24](=[O:29])N(OC)C)[N:23]=3)[N:10]([C:12]([O:14][C:15]([CH3:18])([CH3:17])[CH3:16])=[O:13])[CH2:11][C@H:6]2[CH2:5]1)[CH3:2].O1CCCC1.[CH3:36][O:37][C:38]1[CH:43]=[CH:42][C:41]([Mg]Br)=[CH:40][CH:39]=1, predict the reaction product. The product is: [CH2:1]([O:3][C@H:4]1[CH2:30][N:7]2[CH2:8][C@@H:9]([C:19]3[S:20][CH:21]=[C:22]([C:24]([C:41]4[CH:42]=[CH:43][C:38]([O:37][CH3:36])=[CH:39][CH:40]=4)=[O:29])[N:23]=3)[N:10]([C:12]([O:14][C:15]([CH3:16])([CH3:17])[CH3:18])=[O:13])[CH2:11][C@H:6]2[CH2:5]1)[CH3:2]. (3) Given the reactants [Br:1][C:2]1[CH:3]=[C:4]([O:13][CH3:14])[C:5]([NH:8][NH:9][C:10](=O)[CH3:11])=[N:6][CH:7]=1.CCN(C(C)C)C(C)C.O=P(Cl)(Cl)Cl.O, predict the reaction product. The product is: [Br:1][C:2]1[CH:3]=[C:4]([O:13][CH3:14])[C:5]2[N:6]([C:10]([CH3:11])=[N:9][N:8]=2)[CH:7]=1. (4) The product is: [CH2:1]([O:3][C:4]([C:6]1[C:7]([O:16][CH2:17][CH3:18])=[N:8][C:9]([N:20]([CH3:21])[CH3:19])=[N:10][CH:11]=1)=[O:5])[CH3:2]. Given the reactants [CH2:1]([O:3][C:4]([C:6]1[C:7]([O:16][CH2:17][CH3:18])=[N:8][C:9](S(C)(=O)=O)=[N:10][CH:11]=1)=[O:5])[CH3:2].[CH3:19][NH:20][CH3:21], predict the reaction product. (5) Given the reactants [C:1]1([C:7]2[O:11][N:10]=[C:9]([N:12]3[CH2:17][CH2:16][N:15](C(OC(C)(C)C)=O)[CH2:14][CH2:13]3)[N:8]=2)[CH:6]=[CH:5][CH:4]=[CH:3][CH:2]=1.[ClH:25], predict the reaction product. The product is: [ClH:25].[ClH:25].[C:1]1([C:7]2[O:11][N:10]=[C:9]([N:12]3[CH2:17][CH2:16][NH:15][CH2:14][CH2:13]3)[N:8]=2)[CH:2]=[CH:3][CH:4]=[CH:5][CH:6]=1. (6) Given the reactants [N+:1]([C:4]1[CH:25]=[CH:24][CH:23]=[CH:22][C:5]=1[CH2:6][CH2:7][NH:8][CH:9]1[CH2:14][CH2:13][N:12]([C:15]([O:17][C:18]([CH3:21])([CH3:20])[CH3:19])=[O:16])[CH2:11][CH2:10]1)([O-])=O, predict the reaction product. The product is: [NH2:1][C:4]1[CH:25]=[CH:24][CH:23]=[CH:22][C:5]=1[CH2:6][CH2:7][NH:8][CH:9]1[CH2:10][CH2:11][N:12]([C:15]([O:17][C:18]([CH3:21])([CH3:19])[CH3:20])=[O:16])[CH2:13][CH2:14]1. (7) Given the reactants C[O:2][C:3]([CH:5]1[CH2:10][C:9](=O)[CH2:8][CH2:7][N:6]1C(OC(C)(C)C)=O)=[O:4].[BH4-].[Na+].C(N(CC)CC)C.[CH2:28]([O:35][C:36]1[CH:41]=[CH:40][C:39]([S:42](Cl)(=[O:44])=[O:43])=[CH:38][CH:37]=1)[C:29]1[CH:34]=[CH:33][CH:32]=[CH:31][CH:30]=1, predict the reaction product. The product is: [CH2:28]([O:35][C:36]1[CH:41]=[CH:40][C:39]([S:42]([N:6]2[CH2:7][CH:8]3[CH2:9][CH2:10][CH:5]2[C:3](=[O:2])[O:4]3)(=[O:44])=[O:43])=[CH:38][CH:37]=1)[C:29]1[CH:30]=[CH:31][CH:32]=[CH:33][CH:34]=1.